From a dataset of Full USPTO retrosynthesis dataset with 1.9M reactions from patents (1976-2016). Predict the reactants needed to synthesize the given product. (1) Given the product [CH3:25][N:26]([C:44]1[CH:45]=[CH:46][CH:47]=[CH:48][N:49]=1)[CH2:27][CH2:28][O:29][C:30]1[CH:35]=[CH:34][C:33]([CH2:36][CH:37]2[S:43][C:41](=[O:42])[NH:40][C:38]2=[O:39])=[CH:32][CH:31]=1, predict the reactants needed to synthesize it. The reactants are: O.OC1O[C@H](CO)[C@@H](O[C@@H]2O[C@H](CO)[C@H](O)[C@H](O)[C@H]2O)[C@H](O)[C@H]1O.[CH3:25][N:26]([C:44]1[CH:45]=[CH:46][CH:47]=[CH:48][N:49]=1)[CH2:27][CH2:28][O:29][C:30]1[CH:31]=[CH:32][C:33]([CH2:36][CH:37]2[S:43][C:41](=[O:42])[NH:40][C:38]2=[O:39])=[CH:34][CH:35]=1.C(/C(O)=O)=C/C(O)=O.OC1O[C@H](CO)[C@@H](O[C@@H]2O[C@H](CO)[C@H](O)[C@H](O)[C@H]2O)[C@H](O)[C@H]1O. (2) Given the product [CH2:9]([C:2]1[CH:3]=[C:4]([OH:6])[N:16]([C:18]2[CH:23]=[CH:22][CH:21]=[CH:20][N:19]=2)[N:17]=1)[C:10]1[CH:11]=[CH:12][CH:13]=[CH:14][CH:15]=1, predict the reactants needed to synthesize it. The reactants are: O=[C:2]([CH2:9][C:10]1[CH:15]=[CH:14][CH:13]=[CH:12][CH:11]=1)[CH2:3][C:4]([O:6]CC)=O.[NH:16]([C:18]1[CH:23]=[CH:22][CH:21]=[CH:20][N:19]=1)[NH2:17]. (3) Given the product [N+:12]([C:15]1[CH:16]=[C:17]([CH:18]=[CH:19][C:20]=1[N+:21]([O-:23])=[O:22])[CH2:24][N:26]1[CH2:31][CH2:30][O:29][CH2:28][CH2:27]1)([O-:14])=[O:13], predict the reactants needed to synthesize it. The reactants are: [BH4-].[Na+].B(F)(F)F.CCOCC.[N+:12]([C:15]1[CH:16]=[C:17]([C:24]([N:26]2[CH2:31][CH2:30][O:29][CH2:28][CH2:27]2)=O)[CH:18]=[CH:19][C:20]=1[N+:21]([O-:23])=[O:22])([O-:14])=[O:13].CO.